This data is from Catalyst prediction with 721,799 reactions and 888 catalyst types from USPTO. The task is: Predict which catalyst facilitates the given reaction. Reactant: [Br:1][C:2]1[CH:14]=[CH:13][C:5]([O:6][CH2:7][C:8]([O:10][CH2:11][CH3:12])=[O:9])=[C:4]([CH2:15]O)[CH:3]=1.O=S(Cl)[Cl:19]. Product: [Br:1][C:2]1[CH:14]=[CH:13][C:5]([O:6][CH2:7][C:8]([O:10][CH2:11][CH3:12])=[O:9])=[C:4]([CH2:15][Cl:19])[CH:3]=1. The catalyst class is: 2.